From a dataset of Forward reaction prediction with 1.9M reactions from USPTO patents (1976-2016). Predict the product of the given reaction. (1) The product is: [Br:11][C:4]1[CH:5]=[C:6]([CH:9]=[CH:10][C:3]=1[O:2][CH3:1])[CH:7]=[O:8]. Given the reactants [CH3:1][O:2][C:3]1[CH:10]=[CH:9][C:6]([CH:7]=[O:8])=[CH:5][CH:4]=1.[Br:11]Br, predict the reaction product. (2) Given the reactants [Cl:1][C:2]1[CH:7]=[CH:6][C:5]([C:8]([F:11])([F:10])[F:9])=[CH:4][C:3]=1[C:12]1[CH:16]=[CH:15][N:14](S(C2C=CC=CC=2)(=O)=O)[C:13]=1[C:26]([O:28]CC)=O.Cl[C:32]1[N:37]=[CH:36][N:35]=[C:34]([NH:38]C)[CH:33]=1.[CH3:40][NH2:41], predict the reaction product. The product is: [NH2:38][C:34]1[N:35]=[CH:36][N:37]=[C:32]([C:15]2[NH:14][C:13]([C:26]([NH:41][CH3:40])=[O:28])=[C:12]([C:3]3[CH:4]=[C:5]([C:8]([F:9])([F:10])[F:11])[CH:6]=[CH:7][C:2]=3[Cl:1])[CH:16]=2)[CH:33]=1. (3) The product is: [Br:24][C:8]1[CH:9]=[C:10]([C:13]([NH:15][CH2:16][C:17]2[CH:22]=[CH:21][CH:20]=[C:19]([OH:23])[CH:18]=2)=[O:14])[CH:11]=[CH:12][C:7]=1[C:6]([NH:5][C@H:4]([C:3]([OH:35])=[O:2])[CH2:26][NH:27][C:28]([C:30]1[S:31][CH:32]=[CH:33][CH:34]=1)=[O:29])=[O:25]. Given the reactants C[O:2][C:3](=[O:35])[C@H:4]([CH2:26][NH:27][C:28]([C:30]1[S:31][CH:32]=[CH:33][CH:34]=1)=[O:29])[NH:5][C:6](=[O:25])[C:7]1[CH:12]=[CH:11][C:10]([C:13]([NH:15][CH2:16][C:17]2[CH:22]=[CH:21][CH:20]=[C:19]([OH:23])[CH:18]=2)=[O:14])=[CH:9][C:8]=1[Br:24].[OH-].[Na+], predict the reaction product. (4) Given the reactants [CH3:1][N:2]1[CH:6]=[CH:5][N:4]=[C:3]1[C:7](=[N:14][O:15][CH2:16][C:17]1[N:22]=[C:21]([NH2:23])[CH:20]=[CH:19][N:18]=1)[C:8]1[CH:13]=[CH:12][CH:11]=[CH:10][CH:9]=1.C(N(CC)CC)C.[CH3:31][CH2:32][CH2:33][CH2:34][CH2:35][O:36][C:37](Cl)=[O:38], predict the reaction product. The product is: [CH3:1][N:2]1[CH:6]=[CH:5][N:4]=[C:3]1[C:7](=[N:14][O:15][CH2:16][C:17]1[N:22]=[C:21]([NH:23][C:37](=[O:38])[O:36][CH2:35][CH2:34][CH2:33][CH2:32][CH3:31])[CH:20]=[CH:19][N:18]=1)[C:8]1[CH:9]=[CH:10][CH:11]=[CH:12][CH:13]=1. (5) Given the reactants CCN(C(C)C)C(C)C.Cl.Cl.[C:12]1([C:18]2[C:19]([N:27]3[CH2:32][CH2:31][NH:30][CH2:29][CH2:28]3)=[C:20]3[CH:26]=[CH:25][NH:24][C:21]3=[N:22][CH:23]=2)[CH:17]=[CH:16][CH:15]=[CH:14][CH:13]=1.[C:33]([O:37][C:38]([N:40]1[CH2:44][CH2:43][CH2:42][C@H:41]1[C@H:45]([C:49]1[CH:54]=[CH:53][C:52]([Cl:55])=[CH:51][CH:50]=1)[C:46](O)=[O:47])=[O:39])([CH3:36])([CH3:35])[CH3:34].CN(C(ON1N=NC2C=CC=CC1=2)=[N+](C)C)C.[B-](F)(F)(F)F, predict the reaction product. The product is: [Cl:55][C:52]1[CH:51]=[CH:50][C:49]([C@@H:45]([C@@H:41]2[CH2:42][CH2:43][CH2:44][N:40]2[C:38]([O:37][C:33]([CH3:36])([CH3:35])[CH3:34])=[O:39])[C:46](=[O:47])[N:30]2[CH2:29][CH2:28][N:27]([C:19]3[C:18]([C:12]4[CH:13]=[CH:14][CH:15]=[CH:16][CH:17]=4)=[CH:23][N:22]=[C:21]4[NH:24][CH:25]=[CH:26][C:20]=34)[CH2:32][CH2:31]2)=[CH:54][CH:53]=1. (6) Given the reactants C[O:2][C:3]1[N:8]=[C:7]([N:9]2[CH2:14][CH2:13][O:12][CH2:11][CH2:10]2)[N:6]=[C:5]([NH:15][C@@H:16]2[CH2:21][CH2:20][CH2:19][N:18](C(OC(C)(C)C)=O)[CH2:17]2)[C:4]=1[C:29]1[S:30][C:31]2[C:37]([C:38]([F:41])([F:40])[F:39])=[CH:36][CH:35]=[CH:34][C:32]=2[N:33]=1.Cl, predict the reaction product. The product is: [N:9]1([C:7]2[NH:8][C:3](=[O:2])[C:4]([C:29]3[S:30][C:31]4[C:37]([C:38]([F:40])([F:39])[F:41])=[CH:36][CH:35]=[CH:34][C:32]=4[N:33]=3)=[C:5]([NH:15][C@@H:16]3[CH2:21][CH2:20][CH2:19][NH:18][CH2:17]3)[N:6]=2)[CH2:14][CH2:13][O:12][CH2:11][CH2:10]1. (7) The product is: [CH3:1][O:2][C:3](=[O:27])[CH2:4][O:5][C:6]1[CH:11]=[CH:10][C:9]([CH2:12][NH:13][C:14]([O:16][C:17]([CH3:20])([CH3:18])[CH3:19])=[O:15])=[CH:8][C:7]=1[CH:21]1[CH2:22][CH2:23][NH:24][CH2:25][CH2:26]1. Given the reactants [CH3:1][O:2][C:3](=[O:27])[CH2:4][O:5][C:6]1[CH:11]=[CH:10][C:9]([CH2:12][NH:13][C:14]([O:16][C:17]([CH3:20])([CH3:19])[CH3:18])=[O:15])=[CH:8][C:7]=1[C:21]1[CH:26]=[CH:25][N:24]=[CH:23][CH:22]=1, predict the reaction product.